Predict the product of the given reaction. From a dataset of Forward reaction prediction with 1.9M reactions from USPTO patents (1976-2016). (1) Given the reactants [NH2:1][C@H:2]1[CH2:6][CH2:5][CH2:4][C@@H:3]1[NH:7][C:8](=[O:14])OC(C)(C)C.[N:15]1[N:16]([C:20]2[CH:28]=[CH:27][CH:26]=[CH:25][C:21]=2C(O)=O)[N:17]=[CH:18][CH:19]=1.CN(C(ON1N=NC2C=CC=NC1=2)=[N+](C)C)C.F[P-](F)(F)(F)(F)F.C(N(CC)CC)C.[ClH:60], predict the reaction product. The product is: [ClH:60].[NH2:1][C@H:2]1[CH2:6][CH2:5][CH2:4][C@@H:3]1[NH:7][C:8](=[O:14])[C:21]1[CH:25]=[CH:26][CH:27]=[CH:28][C:20]=1[N:16]1[N:15]=[CH:19][CH:18]=[N:17]1. (2) Given the reactants Cl[C:2]1[C:7]([C:8]#[N:9])=[CH:6][N:5]=[C:4]2[CH:10]=[CH:11][S:12][C:3]=12.[Cl:13][C:14]1[CH:19]=[C:18]([Cl:20])[CH:17]=[CH:16][C:15]=1[SH:21], predict the reaction product. The product is: [Cl:13][C:14]1[CH:19]=[C:18]([Cl:20])[CH:17]=[CH:16][C:15]=1[S:21][C:2]1[C:7]([C:8]#[N:9])=[CH:6][N:5]=[C:4]2[CH:10]=[CH:11][S:12][C:3]=12. (3) Given the reactants [F:1][C:2]1[CH:3]=[C:4]([CH:30]=[C:31]([F:33])[CH:32]=1)[CH2:5][C@H:6]([NH:22][C:23](=[O:29])[CH2:24][CH2:25][C:26]([OH:28])=[O:27])[C@H:7]([OH:21])[CH2:8][NH:9][C:10]1([C:13]2[CH:18]=[CH:17][CH:16]=[C:15]([CH2:19][CH3:20])[CH:14]=2)[CH2:12][CH2:11]1.[CH2:34](Cl)[CH2:35]Cl.[CH:38]1[CH:39]=C[C:41]2[N:46](O)N=[N:44][C:42]=2[CH:43]=1, predict the reaction product. The product is: [N:46]12[CH2:35][CH2:34][CH:43]([CH2:38][CH2:39]1)[C@@H:42]([NH:44][C:26](=[O:28])[CH2:25][CH2:24][C:23]([NH:22][C@@H:6]([CH2:5][C:4]1[CH:30]=[C:31]([F:33])[CH:32]=[C:2]([F:1])[CH:3]=1)[C@H:7]([OH:21])[CH2:8][NH:9][C:10]1([C:13]3[CH:18]=[CH:17][CH:16]=[C:15]([CH2:19][CH3:20])[CH:14]=3)[CH2:12][CH2:11]1)=[O:29])[CH2:41]2.[CH:26]([OH:28])=[O:27]. (4) Given the reactants [NH2:1][C:2]1[S:3][CH:4]=[C:5]([C:7]([O-:9])=[O:8])[N:6]=1.[C:10](O[C:10]([O:12][C:13]([CH3:16])([CH3:15])[CH3:14])=[O:11])([O:12][C:13]([CH3:16])([CH3:15])[CH3:14])=[O:11].Cl[CH2:26]Cl.O1CCCC1, predict the reaction product. The product is: [C:13]([O:12][C:10]([NH:1][C:2]1[S:3][CH:4]=[C:5]([C:7]([O:9][CH3:26])=[O:8])[N:6]=1)=[O:11])([CH3:16])([CH3:15])[CH3:14].